Predict the reactants needed to synthesize the given product. From a dataset of Full USPTO retrosynthesis dataset with 1.9M reactions from patents (1976-2016). Given the product [Br:1][C:2]1[CH:7]=[CH:6][C:5]([C:8]2[CH2:12][C:11]([C:17]3[CH:22]=[C:21]([Cl:23])[C:20]([Cl:24])=[C:19]([Cl:25])[CH:18]=3)([C:13]([F:16])([F:14])[F:15])[O:10][N:9]=2)=[CH:4][C:3]=1[CH2:26][NH:27][C:34](=[O:36])[CH3:35], predict the reactants needed to synthesize it. The reactants are: [Br:1][C:2]1[CH:7]=[CH:6][C:5]([C:8]2[CH2:12][C:11]([C:17]3[CH:22]=[C:21]([Cl:23])[C:20]([Cl:24])=[C:19]([Cl:25])[CH:18]=3)([C:13]([F:16])([F:15])[F:14])[O:10][N:9]=2)=[CH:4][C:3]=1[CH2:26][NH2:27].N1C=CC=CC=1.[C:34](Cl)(=[O:36])[CH3:35].O.